From a dataset of Full USPTO retrosynthesis dataset with 1.9M reactions from patents (1976-2016). Predict the reactants needed to synthesize the given product. (1) Given the product [F:36][C:33]1[CH:32]=[CH:31][C:30]([CH:18]([NH:17][C:11]2[CH:12]=[C:13]([O:15][CH3:16])[CH:14]=[C:9]([O:8][CH2:7][CH2:6][OH:5])[CH:10]=2)[C:19]([C:21]2[C:29]3[C:24](=[CH:25][CH:26]=[CH:27][CH:28]=3)[NH:23][CH:22]=2)=[O:20])=[CH:35][CH:34]=1, predict the reactants needed to synthesize it. The reactants are: C([O:5][CH2:6][CH2:7][O:8][C:9]1[CH:10]=[C:11]([NH:17][CH:18]([C:30]2[CH:35]=[CH:34][C:33]([F:36])=[CH:32][CH:31]=2)[C:19]([C:21]2[C:29]3[C:24](=[CH:25][CH:26]=[CH:27][CH:28]=3)[NH:23][CH:22]=2)=[O:20])[CH:12]=[C:13]([O:15][CH3:16])[CH:14]=1)(C)(C)C.O1CCOCC1. (2) Given the product [O:15]1[CH2:18][CH:17]([C:19]2[CH:24]=[CH:23][C:22]([O:1][CH2:2][C@@H:3]3[CH2:8][CH2:7][CH2:6][CH2:5][C@H:4]3[NH:9][S:10]([CH2:13][CH3:14])(=[O:12])=[O:11])=[CH:21][CH:20]=2)[CH2:16]1, predict the reactants needed to synthesize it. The reactants are: [OH:1][CH2:2][C@@H:3]1[CH2:8][CH2:7][CH2:6][CH2:5][C@H:4]1[NH:9][S:10]([CH2:13][CH3:14])(=[O:12])=[O:11].[O:15]1[CH2:18][CH:17]([C:19]2[CH:24]=[CH:23][C:22](O)=[CH:21][CH:20]=2)[CH2:16]1.P(CCCC)(CCCC)CCCC.N(C(N1CCCCC1)=O)=NC(N1CCCCC1)=O.